From a dataset of Full USPTO retrosynthesis dataset with 1.9M reactions from patents (1976-2016). Predict the reactants needed to synthesize the given product. (1) Given the product [Br:1][C:2]1[CH:3]=[C:4]([CH2:8][C:9]([O:11][CH2:16][CH3:17])=[O:10])[CH:5]=[CH:6][CH:7]=1, predict the reactants needed to synthesize it. The reactants are: [Br:1][C:2]1[CH:3]=[C:4]([CH2:8][C:9]([OH:11])=[O:10])[CH:5]=[CH:6][CH:7]=1.S(Cl)(Cl)=O.[CH3:16][CH2:17]O. (2) Given the product [Cl:53][C:45]1[CH:46]=[C:47]([C:48]2[S:49][CH:50]=[CH:51][CH:52]=2)[C:41]2[O:40][C:39]([CH2:38][NH2:35])([CH3:54])[CH2:43][C:42]=2[CH:44]=1, predict the reactants needed to synthesize it. The reactants are: S(C1C=CC(C)=CC=1)([O-])(=O)=O.[N-]=[N+]=[N-].[Na+].N(CC1CC2C=C(Cl)C=C(C3C=CSC=3)C=2O1)=[N+]=[N-].[N:35]([CH2:38][C:39]1([CH3:54])[CH2:43][C:42]2[CH:44]=[C:45]([Cl:53])[CH:46]=[C:47]([C:48]3[S:49][CH:50]=[CH:51][CH:52]=3)[C:41]=2[O:40]1)=[N+]=[N-].[N-]=[N+]=[N-]. (3) Given the product [Cl:20][C:21]1[CH:22]=[C:23](/[CH:24]=[CH:25]/[C:26]([N:15]2[CH2:16][CH2:17][C:18](=[O:19])[N:12]([CH2:11][CH2:10][CH2:9][N:3]3[CH2:4][CH2:5][CH2:6][CH2:7][CH2:8]3)[CH2:13][CH2:14]2)=[O:27])[CH:29]=[CH:30][C:31]=1[F:32], predict the reactants needed to synthesize it. The reactants are: Cl.Cl.[N:3]1([CH2:9][CH2:10][CH2:11][N:12]2[C:18](=[O:19])[CH2:17][CH2:16][NH:15][CH2:14][CH2:13]2)[CH2:8][CH2:7][CH2:6][CH2:5][CH2:4]1.[Cl:20][C:21]1[CH:22]=[C:23]([CH:29]=[CH:30][C:31]=1[F:32])/[CH:24]=[CH:25]/[C:26](O)=[O:27].CCN(CC)CC.C1(N=C=NC2CCCCC2)CCCCC1.